Dataset: NCI-60 drug combinations with 297,098 pairs across 59 cell lines. Task: Regression. Given two drug SMILES strings and cell line genomic features, predict the synergy score measuring deviation from expected non-interaction effect. (1) Drug 1: C(CC(=O)O)C(=O)CN.Cl. Drug 2: C1CC(=O)NC(=O)C1N2C(=O)C3=CC=CC=C3C2=O. Cell line: NCI/ADR-RES. Synergy scores: CSS=-0.755, Synergy_ZIP=0.833, Synergy_Bliss=0.843, Synergy_Loewe=-2.24, Synergy_HSA=-2.28. (2) Drug 1: CC1=C(C=C(C=C1)NC(=O)C2=CC=C(C=C2)CN3CCN(CC3)C)NC4=NC=CC(=N4)C5=CN=CC=C5. Drug 2: C1CC(=O)NC(=O)C1N2C(=O)C3=CC=CC=C3C2=O. Cell line: U251. Synergy scores: CSS=3.12, Synergy_ZIP=-0.128, Synergy_Bliss=2.63, Synergy_Loewe=-0.633, Synergy_HSA=-0.559. (3) Drug 1: CCC1=CC2CC(C3=C(CN(C2)C1)C4=CC=CC=C4N3)(C5=C(C=C6C(=C5)C78CCN9C7C(C=CC9)(C(C(C8N6C)(C(=O)OC)O)OC(=O)C)CC)OC)C(=O)OC.C(C(C(=O)O)O)(C(=O)O)O. Drug 2: C1CN(CCN1C(=O)CCBr)C(=O)CCBr. Cell line: OVCAR-5. Synergy scores: CSS=21.6, Synergy_ZIP=-2.44, Synergy_Bliss=1.61, Synergy_Loewe=-8.09, Synergy_HSA=1.77. (4) Drug 1: CC(C1=C(C=CC(=C1Cl)F)Cl)OC2=C(N=CC(=C2)C3=CN(N=C3)C4CCNCC4)N. Drug 2: CC1OCC2C(O1)C(C(C(O2)OC3C4COC(=O)C4C(C5=CC6=C(C=C35)OCO6)C7=CC(=C(C(=C7)OC)O)OC)O)O. Cell line: LOX IMVI. Synergy scores: CSS=38.9, Synergy_ZIP=4.24, Synergy_Bliss=4.04, Synergy_Loewe=6.21, Synergy_HSA=7.00. (5) Drug 1: C1=CC(=CC=C1CCC2=CNC3=C2C(=O)NC(=N3)N)C(=O)NC(CCC(=O)O)C(=O)O. Drug 2: C1=CC(=CC=C1CC(C(=O)O)N)N(CCCl)CCCl.Cl. Cell line: NCI/ADR-RES. Synergy scores: CSS=17.3, Synergy_ZIP=-8.04, Synergy_Bliss=-1.22, Synergy_Loewe=-3.53, Synergy_HSA=-0.00460. (6) Cell line: HCT-15. Drug 2: C1=CC(=CC=C1CC(C(=O)O)N)N(CCCl)CCCl.Cl. Drug 1: COC1=C(C=C2C(=C1)N=CN=C2NC3=CC(=C(C=C3)F)Cl)OCCCN4CCOCC4. Synergy scores: CSS=54.5, Synergy_ZIP=-5.22, Synergy_Bliss=4.24, Synergy_Loewe=-0.488, Synergy_HSA=3.87. (7) Drug 2: CC1=C(C(=O)C2=C(C1=O)N3CC4C(C3(C2COC(=O)N)OC)N4)N. Drug 1: CC(CN1CC(=O)NC(=O)C1)N2CC(=O)NC(=O)C2. Synergy scores: CSS=7.28, Synergy_ZIP=-5.73, Synergy_Bliss=-3.24, Synergy_Loewe=-15.8, Synergy_HSA=-2.50. Cell line: SK-OV-3. (8) Drug 1: CC1C(C(=O)NC(C(=O)N2CCCC2C(=O)N(CC(=O)N(C(C(=O)O1)C(C)C)C)C)C(C)C)NC(=O)C3=C4C(=C(C=C3)C)OC5=C(C(=O)C(=C(C5=N4)C(=O)NC6C(OC(=O)C(N(C(=O)CN(C(=O)C7CCCN7C(=O)C(NC6=O)C(C)C)C)C)C(C)C)C)N)C. Drug 2: CC(C)NC(=O)C1=CC=C(C=C1)CNNC.Cl. Cell line: PC-3. Synergy scores: CSS=21.4, Synergy_ZIP=-3.69, Synergy_Bliss=1.56, Synergy_Loewe=2.70, Synergy_HSA=2.16.